Dataset: Full USPTO retrosynthesis dataset with 1.9M reactions from patents (1976-2016). Task: Predict the reactants needed to synthesize the given product. (1) Given the product [C:24]([O:27][CH:28]1[CH:33]([O:34][C:35](=[O:37])[CH3:36])[CH:32]([O:38][C:39](=[O:41])[CH3:40])[CH:31]([CH2:42][O:43][C:44](=[O:46])[CH3:45])[O:30][CH:29]1[O:8][C:9]1[CH:13]=[CH:12][S:11][C:10]=1[C:14](=[O:15])[C:16]1[CH:21]=[CH:20][C:19]([O:22][CH3:23])=[CH:18][CH:17]=1)(=[O:26])[CH3:25], predict the reactants needed to synthesize it. The reactants are: C(=O)([O-])[O-].[K+].[K+].O.[OH:8][C:9]1[CH:13]=[CH:12][S:11][C:10]=1[C:14]([C:16]1[CH:21]=[CH:20][C:19]([O:22][CH3:23])=[CH:18][CH:17]=1)=[O:15].[C:24]([O:27][C@@H:28]1[C@@H:33]([O:34][C:35](=[O:37])[CH3:36])[C@H:32]([O:38][C:39](=[O:41])[CH3:40])[C@@H:31]([CH2:42][O:43][C:44](=[O:46])[CH3:45])[O:30][C@@H:29]1Br)(=[O:26])[CH3:25]. (2) Given the product [NH2:1][C:2]1[N:7]=[C:6]([C:8]2[CH:9]=[C:10]3[C:11]([C:12]([NH2:13])=[N:25][NH:26]3)=[CH:14][CH:15]=2)[CH:5]=[C:4]([N:17]2[CH2:21][CH2:20][CH2:19][C@H:18]2[CH2:22][CH3:23])[N:3]=1, predict the reactants needed to synthesize it. The reactants are: [NH2:1][C:2]1[N:7]=[C:6]([C:8]2[CH:15]=[CH:14][C:11]([C:12]#[N:13])=[C:10](F)[CH:9]=2)[CH:5]=[C:4]([N:17]2[CH2:21][CH2:20][CH2:19][C@H:18]2[CH2:22][CH3:23])[N:3]=1.O.[NH2:25][NH2:26].CCOC(C)=O. (3) Given the product [C:24]12([CH2:34][C:35]([NH:1][N:2]3[N:11]=[C:10]([CH:12]([CH3:14])[CH3:13])[C:9]4[CH:8]5[CH2:15][CH2:16][CH:5]([CH2:6][CH2:7]5)[C:4]=4[C:3]3=[O:17])=[O:36])[CH2:31][CH:30]3[CH2:29][CH:28]([CH2:27][CH:26]([CH2:32]3)[CH2:25]1)[CH2:33]2, predict the reactants needed to synthesize it. The reactants are: [NH2:1][N:2]1[N:11]=[C:10]([CH:12]([CH3:14])[CH3:13])[C:9]2[CH:8]3[CH2:15][CH2:16][CH:5]([CH2:6][CH2:7]3)[C:4]=2[C:3]1=[O:17].N1C=CC=CC=1.[C:24]12([CH2:34][C:35](Cl)=[O:36])[CH2:33][CH:28]3[CH2:29][CH:30]([CH2:32][CH:26]([CH2:27]3)[CH2:25]1)[CH2:31]2.